Task: Regression. Given two drug SMILES strings and cell line genomic features, predict the synergy score measuring deviation from expected non-interaction effect.. Dataset: NCI-60 drug combinations with 297,098 pairs across 59 cell lines Drug 1: C1CCC(CC1)NC(=O)N(CCCl)N=O. Drug 2: CC1=C2C(C(=O)C3(C(CC4C(C3C(C(C2(C)C)(CC1OC(=O)C(C(C5=CC=CC=C5)NC(=O)OC(C)(C)C)O)O)OC(=O)C6=CC=CC=C6)(CO4)OC(=O)C)O)C)O. Cell line: NCIH23. Synergy scores: CSS=20.3, Synergy_ZIP=-13.3, Synergy_Bliss=-4.56, Synergy_Loewe=-13.1, Synergy_HSA=-1.66.